Dataset: Reaction yield outcomes from USPTO patents with 853,638 reactions. Task: Predict the reaction yield, written as a fraction of the theoretical maximum amount of product (1.0 means a 100% yield; for example, 0.34 means a 34% yield). (1) The reactants are [NH2:1][C:2]1[N:7]=[CH:6][N:5]=[C:4]2[N:8]([CH2:12][C:13]3[O:14][C:15]4[C:20]([C:21](=[O:29])[C:22]=3[C:23]3[CH:28]=[CH:27][CH:26]=[CH:25][CH:24]=3)=[CH:19][CH:18]=[CH:17][CH:16]=4)[N:9]=[C:10](I)[C:3]=12.[N:30]1[CH:35]=[CH:34][CH:33]=[C:32](B(O)O)[CH:31]=1.C(=O)([O-])[O-].[Na+].[Na+].ClCCl. The catalyst is CN(C=O)C.C(O)C.O. The product is [NH2:1][C:2]1[N:7]=[CH:6][N:5]=[C:4]2[N:8]([CH2:12][C:13]3[O:14][C:15]4[C:20]([C:21](=[O:29])[C:22]=3[C:23]3[CH:28]=[CH:27][CH:26]=[CH:25][CH:24]=3)=[CH:19][CH:18]=[CH:17][CH:16]=4)[N:9]=[C:10]([C:32]3[CH:31]=[N:30][CH:35]=[CH:34][CH:33]=3)[C:3]=12. The yield is 0.130. (2) The reactants are [Br:1][C:2]1[CH:7]=[CH:6][N:5]=[C:4]2[N:8]([S:11]([C:14]3[CH:19]=[CH:18][CH:17]=[CH:16][CH:15]=3)(=[O:13])=[O:12])[CH:9]=[CH:10][C:3]=12.[Li+].CC([N-]C(C)C)C.CCCCCCC.C1C[O:38][CH2:37]C1.C(C1C=CC=CC=1)C.Cl. The catalyst is C1COCC1.CN(C=O)C. The product is [Br:1][C:2]1[CH:7]=[CH:6][N:5]=[C:4]2[N:8]([S:11]([C:14]3[CH:19]=[CH:18][CH:17]=[CH:16][CH:15]=3)(=[O:13])=[O:12])[C:9]([CH:37]=[O:38])=[CH:10][C:3]=12. The yield is 0.220. (3) The reactants are [CH3:1][CH:2]([N:4]1[C:12](/[CH:13]=[CH:14]/[C@H:15]([OH:24])[CH2:16][C@H:17]([OH:23])[CH2:18][C:19]([O:21]C)=[O:20])=[C:11]([C:25]2[CH:30]=[CH:29][C:28]([F:31])=[CH:27][CH:26]=2)[C:10]2[C:5]1=[CH:6][CH:7]=[CH:8][CH:9]=2)[CH3:3].[OH-].[Na+:33].CC(OC)(C)C. The catalyst is O.CO. The product is [CH3:3][CH:2]([N:4]1[C:12](/[CH:13]=[CH:14]/[CH:15]([OH:24])[CH2:16][CH:17]([OH:23])[CH2:18][C:19]([O-:21])=[O:20])=[C:11]([C:25]2[CH:26]=[CH:27][C:28]([F:31])=[CH:29][CH:30]=2)[C:10]2[CH:9]=[CH:8][CH:7]=[CH:6][C:5]1=2)[CH3:1].[Na+:33]. The yield is 0.913. (4) The reactants are [Br:1][C:2]1[CH:8]=[CH:7][C:5]([NH2:6])=[CH:4][CH:3]=1.[N+]([C:12]1[CH:17]=CC=C[CH:13]=1)([O-])=O.OCC(CO)O.B(O)(O)O.OS(O)(=O)=O.[OH-].[Na+]. The catalyst is O.O.O.O.O.O.O.S([O-])([O-])(=O)=O.[Fe+2]. The product is [Br:1][C:2]1[CH:8]=[C:7]2[C:5](=[CH:4][CH:3]=1)[N:6]=[CH:17][CH:12]=[CH:13]2. The yield is 0.130. (5) The reactants are [CH3:1]/[C:2](=[CH:6]\[CH2:7][CH3:8])/[C:3](O)=[O:4].C(N(CC)CC)C.C(Cl)(=O)C(C)(C)C.[Cl-].[Li+].[C:25]1([C@H:31]2[C@@H:35]([C:36]3[CH:41]=[CH:40][CH:39]=[CH:38][CH:37]=3)[O:34][C:33](=[O:42])[NH:32]2)[CH:30]=[CH:29][CH:28]=[CH:27][CH:26]=1. The catalyst is C1COCC1. The product is [CH3:1]/[C:2](=[CH:6]\[CH2:7][CH3:8])/[C:3]([N:32]1[C@@H:31]([C:25]2[CH:26]=[CH:27][CH:28]=[CH:29][CH:30]=2)[C@@H:35]([C:36]2[CH:37]=[CH:38][CH:39]=[CH:40][CH:41]=2)[O:34][C:33]1=[O:42])=[O:4]. The yield is 0.830. (6) The reactants are Cl.[CH2:2]([O:4][C:5](=[O:17])[CH2:6][C:7](=O)[CH2:8][NH:9][CH:10]1[CH2:15][CH2:14][CH2:13][CH2:12][CH2:11]1)[CH3:3].C(O)(C)(C)C.[C:23]([S-:25])#[N:24].[K+]. The catalyst is O. The product is [CH2:2]([O:4][C:5](=[O:17])[CH2:6][C:7]1[NH:24][C:23](=[S:25])[N:9]([CH:10]2[CH2:15][CH2:14][CH2:13][CH2:12][CH2:11]2)[CH:8]=1)[CH3:3]. The yield is 0.940.